This data is from Full USPTO retrosynthesis dataset with 1.9M reactions from patents (1976-2016). The task is: Predict the reactants needed to synthesize the given product. (1) Given the product [C:1]([O:5][C:6](=[O:26])[NH:7][CH:8]([C:15]1[CH:16]=[CH:17][C:18]([O:21][C:22]([F:25])([F:23])[F:24])=[CH:19][CH:20]=1)[C:9](=[O:10])[CH2:27][CH3:28])([CH3:3])([CH3:4])[CH3:2], predict the reactants needed to synthesize it. The reactants are: [C:1]([O:5][C:6](=[O:26])[NH:7][CH:8]([C:15]1[CH:20]=[CH:19][C:18]([O:21][C:22]([F:25])([F:24])[F:23])=[CH:17][CH:16]=1)[C:9](N(OC)C)=[O:10])([CH3:4])([CH3:3])[CH3:2].[CH2:27]([Mg]Br)[CH3:28].C(OCC)C.Cl. (2) Given the product [Br:2][C:3]1[CH:8]=[CH:7][N:6]=[CH:5][C:4]=1[CH:20]=[O:21], predict the reactants needed to synthesize it. The reactants are: Cl.[Br:2][C:3]1[CH:8]=[CH:7][N:6]=[CH:5][CH:4]=1.C([N-]C(C)C)(C)C.[Li+].CN([CH:20]=[O:21])C. (3) Given the product [CH3:25][N:11]([C:8]1[CH:9]=[CH:10][C:4]2[S:3][C:2]([CH3:1])=[N:6][C:5]=2[CH:7]=1)[C:12](=[O:22])[C:13]1[CH:14]=[CH:15][C:16]([CH2:19][CH2:20][CH3:21])=[CH:17][CH:18]=1, predict the reactants needed to synthesize it. The reactants are: [CH3:1][C:2]1[S:3][C:4]2[CH:10]=[CH:9][C:8]([NH:11][C:12](=[O:22])[C:13]3[CH:18]=[CH:17][C:16]([CH2:19][CH2:20][CH3:21])=[CH:15][CH:14]=3)=[CH:7][C:5]=2[N:6]=1.[H-].[Na+].[CH3:25]I.